This data is from Full USPTO retrosynthesis dataset with 1.9M reactions from patents (1976-2016). The task is: Predict the reactants needed to synthesize the given product. (1) Given the product [NH:1]1[C:5]2=[CH:6][N:7]=[CH:8][CH:9]=[C:4]2[CH:3]=[C:2]1[C:10](=[N:13][OH:14])[CH3:11], predict the reactants needed to synthesize it. The reactants are: [NH:1]1[C:5]2=[CH:6][N:7]=[CH:8][CH:9]=[C:4]2[CH:3]=[C:2]1[C:10](=O)[CH3:11].[NH2:13][OH:14].Cl.[Li+].[OH-]. (2) Given the product [C:1]([N:5]1[CH2:10][CH2:9][N:8]([C:11]2[C:20]3[C:15](=[C:16]([F:31])[C:17]([C:22]4[C:27]([OH:28])=[CH:26][CH:25]=[CH:24][C:23]=4[F:30])=[C:18]([Cl:21])[CH:19]=3)[N:14]=[CH:13][C:12]=2[C:32]([NH2:34])=[O:33])[CH2:7][CH2:6]1)(=[O:4])[CH:2]=[CH2:3], predict the reactants needed to synthesize it. The reactants are: [C:1]([N:5]1[CH2:10][CH2:9][N:8]([C:11]2[C:20]3[C:15](=[C:16]([F:31])[C:17]([C:22]4[C:27]([O:28]C)=[CH:26][CH:25]=[CH:24][C:23]=4[F:30])=[C:18]([Cl:21])[CH:19]=3)[N:14]=[CH:13][C:12]=2[C:32]([NH2:34])=[O:33])[CH2:7][CH2:6]1)(=[O:4])[CH:2]=[CH2:3].B(Br)(Br)Br. (3) Given the product [CH3:1][O:2][C:3](=[O:22])[C:4]1[CH:9]=[C:8]([C:23]([CH3:25])=[CH2:24])[C:7]([NH2:11])=[C:6]([F:12])[C:5]=1[NH:13][C:14]1[CH:19]=[CH:18][C:17]([Cl:20])=[CH:16][C:15]=1[Cl:21], predict the reactants needed to synthesize it. The reactants are: [CH3:1][O:2][C:3](=[O:22])[C:4]1[CH:9]=[C:8](Br)[C:7]([NH2:11])=[C:6]([F:12])[C:5]=1[NH:13][C:14]1[CH:19]=[CH:18][C:17]([Cl:20])=[CH:16][C:15]=1[Cl:21].[C:23](N)(C)([CH3:25])[CH3:24]. (4) The reactants are: [C:1]1([CH:11]=O)[C:10]2[C:5](=[CH:6][CH:7]=[CH:8][CH:9]=2)[CH:4]=[CH:3][CH:2]=1.[C:13]([O:19][CH3:20])(=[O:18])[CH2:14][C:15]([CH3:17])=O.[OH-:21].[NH4+:22]. Given the product [CH3:17][C:15]1[NH:22][C:15]([CH3:17])=[C:14]([C:13]([O:19][CH3:20])=[O:21])[CH:11]([C:1]2[C:10]3[C:5](=[CH:6][CH:7]=[CH:8][CH:9]=3)[CH:4]=[CH:3][CH:2]=2)[C:14]=1[C:13]([O:19][CH3:20])=[O:18], predict the reactants needed to synthesize it. (5) Given the product [C:1]([O:5][C:6]([N:8]1[CH2:13][C@H:12]([CH2:14][N:50]2[CH:51]=[CH:52][CH:53]=[N:48][C:49]2=[O:54])[N:11]([CH2:16][C:17]([N:19]2[C:27]3[CH:26]=[C:25]([CH2:28][C:29]4[CH:34]=[CH:33][C:32]([F:35])=[CH:31][C:30]=4[F:36])[N:24]=[CH:23][C:22]=3[C:21]([CH3:38])([CH3:37])[CH2:20]2)=[O:18])[CH2:10][C@H:9]1[CH3:39])=[O:7])([CH3:4])([CH3:3])[CH3:2], predict the reactants needed to synthesize it. The reactants are: [C:1]([O:5][C:6]([N:8]1[CH2:13][C@H:12]([CH2:14]Cl)[N:11]([CH2:16][C:17]([N:19]2[C:27]3[CH:26]=[C:25]([CH2:28][C:29]4[CH:34]=[CH:33][C:32]([F:35])=[CH:31][C:30]=4[F:36])[N:24]=[CH:23][C:22]=3[C:21]([CH3:38])([CH3:37])[CH2:20]2)=[O:18])[CH2:10][C@H:9]1[CH3:39])=[O:7])([CH3:4])([CH3:3])[CH3:2].[I-].[K+].C(=O)([O-])[O-].[K+].[K+].[NH:48]1[CH:53]=[CH:52][CH:51]=[N:50][C:49]1=[O:54]. (6) The reactants are: [CH:1]1([C:6]2([CH3:16])[C:11](=[O:12])[N:10]([CH3:13])[C:9](=[O:14])[NH:8][C:7]2=[O:15])[CH2:5][CH2:4][CH2:3][CH2:2]1.Br[CH2:18][C:19]([C:21]1[CH:26]=[CH:25][CH:24]=[C:23]([F:27])[CH:22]=1)=[O:20]. Given the product [CH:1]1([C:6]2([CH3:16])[C:7](=[O:15])[N:8]([CH2:18][C:19]([C:21]3[CH:26]=[CH:25][CH:24]=[C:23]([F:27])[CH:22]=3)=[O:20])[C:9](=[O:14])[N:10]([CH3:13])[C:11]2=[O:12])[CH2:2][CH2:3][CH2:4][CH2:5]1, predict the reactants needed to synthesize it.